Dataset: Forward reaction prediction with 1.9M reactions from USPTO patents (1976-2016). Task: Predict the product of the given reaction. (1) Given the reactants [NH2:1][C:2]1[CH:10]=[CH:9][CH:8]=[C:7]2[C:3]=1[C:4](=[O:20])[N:5]([CH:12]1[CH2:17][CH2:16][C:15](=[O:18])[NH:14][C:13]1=[O:19])[C:6]2=[O:11].[Cl:21][CH2:22][C:23](Cl)=[O:24], predict the reaction product. The product is: [O:19]=[C:13]1[CH:12]([N:5]2[C:4](=[O:20])[C:3]3[C:7](=[CH:8][CH:9]=[CH:10][C:2]=3[NH:1][C:23](=[O:24])[CH2:22][Cl:21])[C:6]2=[O:11])[CH2:17][CH2:16][C:15](=[O:18])[NH:14]1. (2) Given the reactants [H-].[Na+].[C:3]([O:7][C:8]([N:10]1[C:15]2([CH2:21][O:20][CH2:19][CH2:18][O:17][CH2:16]2)[C:14](=[O:22])[NH:13][CH:12]([C:23]2[CH:28]=[CH:27][C:26]([F:29])=[CH:25][CH:24]=2)[CH2:11]1)=[O:9])([CH3:6])([CH3:5])[CH3:4].Br[CH2:31][C:32]([O:34][CH3:35])=[O:33], predict the reaction product. The product is: [C:3]([O:7][C:8]([N:10]1[C:15]2([CH2:21][O:20][CH2:19][CH2:18][O:17][CH2:16]2)[C:14](=[O:22])[N:13]([CH2:31][C:32]([O:34][CH3:35])=[O:33])[CH:12]([C:23]2[CH:24]=[CH:25][C:26]([F:29])=[CH:27][CH:28]=2)[CH2:11]1)=[O:9])([CH3:6])([CH3:4])[CH3:5]. (3) Given the reactants COC1C=CC(C[N:8]2[CH:17]=[CH:16][C:15]3[C:10](=[CH:11][CH:12]=[C:13]([O:18][C@H:19]4[CH2:23][CH2:22][C@H:21]([NH2:24])[CH2:20]4)[CH:14]=3)[C:9]2=[O:25])=CC=1.CO, predict the reaction product. The product is: [NH2:24][C@H:21]1[CH2:22][CH2:23][C@H:19]([O:18][C:13]2[CH:14]=[C:15]3[C:10](=[CH:11][CH:12]=2)[C:9](=[O:25])[NH:8][CH:17]=[CH:16]3)[CH2:20]1. (4) Given the reactants [CH2:1]([O:3][C:4]1[CH:9]=[CH:8][C:7]([NH:10][C:11]2[C:16]([N+:17]([O-])=O)=[CH:15][N:14]=[C:13]([NH:20][C:21]3[CH:22]=[N:23][N:24]([CH:26]4[CH2:31][CH2:30][N:29]([CH3:32])[CH2:28][CH2:27]4)[CH:25]=3)[N:12]=2)=[CH:6][CH:5]=1)[CH3:2], predict the reaction product. The product is: [CH2:1]([O:3][C:4]1[CH:5]=[CH:6][C:7]([NH:10][C:11]2[C:16]([NH2:17])=[CH:15][N:14]=[C:13]([NH:20][C:21]3[CH:22]=[N:23][N:24]([CH:26]4[CH2:31][CH2:30][N:29]([CH3:32])[CH2:28][CH2:27]4)[CH:25]=3)[N:12]=2)=[CH:8][CH:9]=1)[CH3:2]. (5) Given the reactants CO[CH:3]1[CH2:7][CH2:6][CH:5](OC)O1.C(O)(=O)C.C([CH:16]1[C:21](=[O:22])[NH:20][C:18](=[O:19])[C@@:17]1([NH2:28])[C:23]([O:25][CH2:26][CH3:27])=[O:24])C, predict the reaction product. The product is: [CH:7]([NH:28][CH:17]([CH3:18])[CH3:16])([CH3:3])[CH3:6].[CH2:26]([O:25][C:23]([C@@:17]1([N:28]2[CH:3]=[CH:7][CH:6]=[CH:5]2)[CH2:16][C:21](=[O:22])[NH:20][C:18]1=[O:19])=[O:24])[CH3:27].